This data is from Full USPTO retrosynthesis dataset with 1.9M reactions from patents (1976-2016). The task is: Predict the reactants needed to synthesize the given product. (1) Given the product [F:1][C:2]1[CH:7]=[CH:6][C:5]([C:8]2[N:9]([C:18]3[CH:23]=[CH:22][N:21]=[C:20]([NH:24][CH:25]4[CH2:29][CH2:28][CH2:27][CH2:26]4)[N:19]=3)[C:10]3[C:11]([N:17]=2)=[N:12][C:13]([NH:37][CH2:30][C:31]2[CH:36]=[CH:35][CH:34]=[CH:33][CH:32]=2)=[CH:14][CH:15]=3)=[CH:4][CH:3]=1, predict the reactants needed to synthesize it. The reactants are: [F:1][C:2]1[CH:7]=[CH:6][C:5]([C:8]2[N:9]([C:18]3[CH:23]=[CH:22][N:21]=[C:20]([NH:24][CH:25]4[CH2:29][CH2:28][CH2:27][CH2:26]4)[N:19]=3)[C:10]3[C:11]([N:17]=2)=[N:12][C:13](Cl)=[CH:14][CH:15]=3)=[CH:4][CH:3]=1.[CH2:30]([NH2:37])[C:31]1[CH:36]=[CH:35][CH:34]=[CH:33][CH:32]=1.CC([O-])(C)C.[Na+].CC(O)=O. (2) Given the product [Cl:22][C:19]1[CH:18]=[CH:17][C:16]([C:13]2[N:12]([C:23]3[CH:28]=[CH:27][CH:26]=[CH:25][C:24]=3[Cl:29])[N:11]=[C:10]3[C:8](=[O:9])[N:7]([N:1]4[CH2:2][CH2:3][O:4][CH2:5][CH2:6]4)[CH:30]=[N:15][C:14]=23)=[CH:21][CH:20]=1, predict the reactants needed to synthesize it. The reactants are: [N:1]1([NH:7][C:8]([C:10]2[C:14]([NH2:15])=[C:13]([C:16]3[CH:21]=[CH:20][C:19]([Cl:22])=[CH:18][CH:17]=3)[N:12]([C:23]3[CH:28]=[CH:27][CH:26]=[CH:25][C:24]=3[Cl:29])[N:11]=2)=[O:9])[CH2:6][CH2:5][O:4][CH2:3][CH2:2]1.[CH2:30](OC(OCC)OCC)C. (3) Given the product [Si:14]([O:15][CH:16]([C:34]1[CH:39]=[CH:38][C:37]([F:40])=[CH:36][CH:35]=1)[CH2:17][CH2:18][CH:19]([C:20]([N:22]1[CH:26]([C:27]2[CH:28]=[CH:29][CH:30]=[CH:31][CH:32]=2)[CH2:25][O:24][C:23]1=[O:33])=[O:21])[CH:51]([C:52]1[CH:53]=[C:54]([CH:57]=[CH:58][CH:59]=1)[C:55]#[N:56])[NH:50][C:47]1[CH:46]=[CH:45][C:44]([F:43])=[CH:49][CH:48]=1)([C:10]([CH3:13])([CH3:12])[CH3:11])([CH3:42])[CH3:41], predict the reactants needed to synthesize it. The reactants are: C(N(C(C)C)CC)(C)C.[C:10]([Si:14]([CH3:42])([CH3:41])[O:15][CH:16]([C:34]1[CH:39]=[CH:38][C:37]([F:40])=[CH:36][CH:35]=1)[CH2:17][CH2:18][CH2:19][C:20]([N:22]1[CH:26]([C:27]2[CH:32]=[CH:31][CH:30]=[CH:29][CH:28]=2)[CH2:25][O:24][C:23]1=[O:33])=[O:21])([CH3:13])([CH3:12])[CH3:11].[F:43][C:44]1[CH:49]=[CH:48][C:47]([N:50]=[CH:51][C:52]2[CH:53]=[C:54]([CH:57]=[CH:58][CH:59]=2)[C:55]#[N:56])=[CH:46][CH:45]=1.C[Si](Cl)(C)C.C(O)(=O)C(C(C(O)=O)O)O.S([O-])(O)=O.[Na+]. (4) Given the product [F:24][C:25]1[CH:26]=[C:27]([C:32]2[C:33](=[O:35])[O:34][C:6]3[C:7]([CH:8]=2)=[C:2]([F:1])[CH:3]=[C:4]([N:11]2[CH2:12][CH2:13][N:14]([C:17]([O:19][C:20]([CH3:23])([CH3:22])[CH3:21])=[O:18])[CH2:15][CH2:16]2)[CH:5]=3)[CH:28]=[C:29]([F:31])[CH:30]=1, predict the reactants needed to synthesize it. The reactants are: [F:1][C:2]1[CH:3]=[C:4]([N:11]2[CH2:16][CH2:15][N:14]([C:17]([O:19][C:20]([CH3:23])([CH3:22])[CH3:21])=[O:18])[CH2:13][CH2:12]2)[CH:5]=[C:6](O)[C:7]=1[CH:8]=O.[F:24][C:25]1[CH:26]=[C:27]([CH2:32][C:33]([OH:35])=[O:34])[CH:28]=[C:29]([F:31])[CH:30]=1.Cl.CN(C)CCCN=C=NCC.C(N(CC)C(C)C)(C)C.